From a dataset of Forward reaction prediction with 1.9M reactions from USPTO patents (1976-2016). Predict the product of the given reaction. (1) Given the reactants C(O[C@@H](C1C(C2C=CC(Cl)=CC=2)=C2C(=CC=1C)N=C(CN(C)C1C=CC=CC=1)C=C2)C(O)=O)(C)(C)C.[C:37]1([C:66]2[CH:71]=[CH:70][CH:69]=[CH:68][CH:67]=2)[CH:42]=[CH:41][C:40]([C:43]2[C:52]([CH:53]([O:59][C:60]([CH3:63])([CH3:62])[CH3:61])[C:54]([O:56]CC)=[O:55])=[C:51]([CH3:64])[CH:50]=[C:49]3[C:44]=2[CH:45]=[CH:46][C:47]([CH3:65])=[N:48]3)=[CH:39][CH:38]=1, predict the reaction product. The product is: [C:37]1([C:66]2[CH:67]=[CH:68][CH:69]=[CH:70][CH:71]=2)[CH:38]=[CH:39][C:40]([C:43]2[C:52]([CH:53]([O:59][C:60]([CH3:63])([CH3:62])[CH3:61])[C:54]([OH:56])=[O:55])=[C:51]([CH3:64])[CH:50]=[C:49]3[C:44]=2[CH:45]=[CH:46][C:47]([CH3:65])=[N:48]3)=[CH:41][CH:42]=1. (2) Given the reactants Br[C:2]1[N:7]=[C:6]([CH2:8][O:9][N:10]=[C:11]([C:18]2[N:22]([CH3:23])[N:21]=[N:20][N:19]=2)[C:12]2[CH:17]=[CH:16][CH:15]=[CH:14][CH:13]=2)[CH:5]=[CH:4][CH:3]=1.[C:24]1(B(O)O)[CH:29]=[CH:28][CH:27]=[CH:26][CH:25]=1.C([O-])([O-])=O.[Na+].[Na+], predict the reaction product. The product is: [CH3:23][N:22]1[C:18]([C:11]([C:12]2[CH:17]=[CH:16][CH:15]=[CH:14][CH:13]=2)=[N:10][O:9][CH2:8][C:6]2[CH:5]=[CH:4][CH:3]=[C:2]([C:24]3[CH:29]=[CH:28][CH:27]=[CH:26][CH:25]=3)[N:7]=2)=[N:19][N:20]=[N:21]1. (3) Given the reactants C(Cl)(=O)C(Cl)=O.CS(C)=O.[Cl:11][C:12]1[N:17]=[C:16]([NH:18][C@@H:19]([C:22]([CH3:25])([CH3:24])[CH3:23])[CH2:20][OH:21])[C:15]([F:26])=[CH:14][N:13]=1.C(N(CC)CC)C.C([O-])(O)=O.[Na+], predict the reaction product. The product is: [Cl:11][C:12]1[N:17]=[C:16]([NH:18][C@@H:19]([C:22]([CH3:24])([CH3:23])[CH3:25])[CH:20]=[O:21])[C:15]([F:26])=[CH:14][N:13]=1. (4) The product is: [Cl:25][C:23]1[CH:22]=[CH:21][C:20]([F:26])=[C:19]([C:16]2[CH:17]=[CH:18][C:13]([CH2:12][C@@H:2]([NH:1][C:41]([C:39]3[NH:38][N:37]=[N:36][CH:40]=3)=[O:42])[CH2:3][C:4]3([C:9]([OH:11])=[O:10])[CH2:8][CH2:7][O:6][CH2:5]3)=[CH:14][CH:15]=2)[CH:24]=1. Given the reactants [NH2:1][C@H:2]([CH2:12][C:13]1[CH:18]=[CH:17][C:16]([C:19]2[CH:24]=[C:23]([Cl:25])[CH:22]=[CH:21][C:20]=2[F:26])=[CH:15][CH:14]=1)[CH2:3][C:4]1([C:9]([OH:11])=[O:10])[CH2:8][CH2:7][O:6][CH2:5]1.CCN(C(C)C)C(C)C.[NH:36]1[CH:40]=[C:39]([C:41](O)=[O:42])[N:38]=[N:37]1.CN(C(ON1N=NC2C=CC=NC1=2)=[N+](C)C)C.F[P-](F)(F)(F)(F)F, predict the reaction product.